From a dataset of Forward reaction prediction with 1.9M reactions from USPTO patents (1976-2016). Predict the product of the given reaction. (1) Given the reactants [CH3:1][O:2][C:3]1[CH:8]=[CH:7][CH:6]=[CH:5][C:4]=1[C:9]1[N:14]=[CH:13][N:12]=[C:11]([NH:15][C:16]2[CH:17]=[C:18]([CH2:22][S:23]([NH2:26])(=[O:25])=[O:24])[CH:19]=[CH:20][CH:21]=2)[N:10]=1.ClC1N=CN=C(NC2C=C(CS(N)(=O)=O)C=CC=2)N=1.[F:46]C1C=CC(B(O)O)=C(OC)C=1, predict the reaction product. The product is: [F:46][C:7]1[CH:6]=[CH:5][C:4]([C:9]2[N:14]=[CH:13][N:12]=[C:11]([NH:15][C:16]3[CH:17]=[C:18]([CH2:22][S:23]([NH2:26])(=[O:25])=[O:24])[CH:19]=[CH:20][CH:21]=3)[N:10]=2)=[C:3]([O:2][CH3:1])[CH:8]=1. (2) Given the reactants [ClH:1].[CH2:2]([O:9][C:10](=[O:41])[NH:11][CH2:12][CH2:13][NH:14][C:15](=[O:40])[CH2:16][C@@H:17]([NH:29][C:30]([O:32]CC1C=CC=CC=1)=[O:31])[CH2:18][CH2:19][CH2:20][NH:21]C(OC(C)(C)C)=O)[C:3]1[CH:8]=[CH:7][CH:6]=[CH:5][CH:4]=1, predict the reaction product. The product is: [ClH:1].[CH2:2]([N:29]([C@H:17]([CH2:16][C:15]([NH:14][CH2:13][CH2:12][NH:11][C:10]([O:9][CH2:2][C:3]1[CH:4]=[CH:5][CH:6]=[CH:7][CH:8]=1)=[O:41])=[O:40])[CH2:18][CH2:19][CH2:20][NH2:21])[C:30](=[O:31])[OH:32])[C:3]1[CH:8]=[CH:7][CH:6]=[CH:5][CH:4]=1. (3) Given the reactants [C:1](O)(=O)[CH:2](C(C(O)=O)O)[OH:3].[CH3:11][O:12][C:13]([C:15]1([CH2:20][O:21][CH3:22])[CH2:19][CH2:18][NH:17][CH2:16]1)=[O:14].ClCC([N:27]1[CH2:32][CH:31]=[C:30]([C:33]2[CH:38]=[CH:37][C:36]([C:39]3[N:44]=[CH:43][CH:42]=[CH:41][N:40]=3)=[CH:35][CH:34]=2)[CH2:29][CH2:28]1)=O.C(N(CC)CC)C, predict the reaction product. The product is: [CH3:11][O:12][C:13]([C:15]1([CH2:20][O:21][CH3:22])[CH2:19][CH2:18][N:17]([C:2](=[O:3])[CH2:1][N:27]2[CH2:32][CH:31]=[C:30]([C:33]3[CH:38]=[CH:37][C:36]([C:39]4[N:44]=[CH:43][CH:42]=[CH:41][N:40]=4)=[CH:35][CH:34]=3)[CH2:29][CH2:28]2)[CH2:16]1)=[O:14]. (4) Given the reactants Cl[C:2]1[N:7]=[C:6]([NH:8][C:9]([C:11]2([C:14]3[CH:24]=[CH:23][C:17]4[O:18][C:19]([F:22])([F:21])[O:20][C:16]=4[CH:15]=3)[CH2:13][CH2:12]2)=[O:10])[CH:5]=[CH:4][C:3]=1[CH3:25].CC1(C)C(C)(C)OB([C:34]2[CH:35]=[C:36]([C:40]3([C:43]([O:45][CH3:46])=[O:44])[CH2:42][CH2:41]3)[CH:37]=[CH:38][CH:39]=2)O1.C(=O)([O-])[O-].[Na+].[Na+], predict the reaction product. The product is: [F:21][C:19]1([F:22])[O:18][C:17]2[CH:23]=[CH:24][C:14]([C:11]3([C:9]([NH:8][C:6]4[N:7]=[C:2]([C:38]5[CH:37]=[C:36]([C:40]6([C:43]([O:45][CH3:46])=[O:44])[CH2:42][CH2:41]6)[CH:35]=[CH:34][CH:39]=5)[C:3]([CH3:25])=[CH:4][CH:5]=4)=[O:10])[CH2:13][CH2:12]3)=[CH:15][C:16]=2[O:20]1. (5) Given the reactants [I:1][C:2]1[CH:3]=[CH:4][C:5]([NH:12][C:13](=[O:21])[CH2:14][CH:15]2[CH2:20][CH2:19][O:18][CH2:17][CH2:16]2)=[C:6]([CH:11]=1)[C:7]([O:9]C)=O.C[Si]([N-][Si](C)(C)C)(C)C.[Na+].IC1C=CC(NC(=O)CC2CCOCC2)=C(C=1)C(OC)=O.IC1C=CC(NC(=O)CC2CCOCC2)=C(C=1)C(O)=O, predict the reaction product. The product is: [OH:9][C:7]1[C:6]2[C:5](=[CH:4][CH:3]=[C:2]([I:1])[CH:11]=2)[NH:12][C:13](=[O:21])[C:14]=1[CH:15]1[CH2:20][CH2:19][O:18][CH2:17][CH2:16]1.